From a dataset of Full USPTO retrosynthesis dataset with 1.9M reactions from patents (1976-2016). Predict the reactants needed to synthesize the given product. Given the product [CH2:33]([O:32][C:16]1[N:17]([C:20]2[CH:25]=[CH:24][C:23]([O:26][CH2:27][C:28]([F:31])([F:30])[F:29])=[CH:22][CH:21]=2)[C:18](=[O:19])[C:13]2[CH:12]=[CH:11][N:10]=[C:9]([O:5][CH2:4][CH2:3][O:2][CH3:1])[C:14]=2[N:15]=1)[CH3:34], predict the reactants needed to synthesize it. The reactants are: [CH3:1][O:2][CH2:3][CH2:4][OH:5].[H-].[Na+].Cl[C:9]1[C:14]2[N:15]=[C:16]([O:32][CH2:33][CH3:34])[N:17]([C:20]3[CH:25]=[CH:24][C:23]([O:26][CH2:27][C:28]([F:31])([F:30])[F:29])=[CH:22][CH:21]=3)[C:18](=[O:19])[C:13]=2[CH:12]=[CH:11][N:10]=1.O.